Dataset: TCR-epitope binding with 47,182 pairs between 192 epitopes and 23,139 TCRs. Task: Binary Classification. Given a T-cell receptor sequence (or CDR3 region) and an epitope sequence, predict whether binding occurs between them. The epitope is KLNVGDYFV. The TCR CDR3 sequence is CASSSGSIRNEQFF. Result: 0 (the TCR does not bind to the epitope).